From a dataset of Full USPTO retrosynthesis dataset with 1.9M reactions from patents (1976-2016). Predict the reactants needed to synthesize the given product. (1) Given the product [CH:10]1[C:19]2[C:14](=[CH:15][CH:16]=[CH:17][CH:18]=2)[CH:13]=[C:12]([NH:20][C:7]2[CH2:6][CH2:5][CH2:4][C:3](=[O:9])[C:2]=2[CH3:1])[N:11]=1, predict the reactants needed to synthesize it. The reactants are: [CH3:1][CH:2]1[C:7](=O)[CH2:6][CH2:5][CH2:4][C:3]1=[O:9].[CH:10]1[C:19]2[C:14](=[CH:15][CH:16]=[CH:17][CH:18]=2)[CH:13]=[C:12]([NH2:20])[N:11]=1. (2) Given the product [Br-:21].[C:1]([C:3]1[CH:12]=[CH:11][C:10]([C:8](=[O:9])[C:17]2[CH:18]=[CH:19][C:14]([F:13])=[CH:15][CH:16]=2)=[C:5]([CH2:6][O-:7])[CH:4]=1)#[N:2].[Mg+2:20], predict the reactants needed to synthesize it. The reactants are: [C:1]([C:3]1[CH:4]=[C:5]2[C:10](=[CH:11][CH:12]=1)[C:8](=[O:9])[O:7][CH2:6]2)#[N:2].[F:13][C:14]1[CH:19]=[CH:18][C:17]([Mg:20][Br:21])=[CH:16][CH:15]=1. (3) Given the product [NH2:28][CH2:27][CH2:26][C:25]([N:22]1[CH2:23][CH2:24][N:19]([C:17]2[C:16]([C:37]3[CH:38]=[CH:39][CH:40]=[CH:41][CH:42]=3)=[CH:15][N:14]=[C:13]3[NH:12][CH:11]=[C:10]([NH:9][C:1](=[O:8])[C:2]4[CH:7]=[CH:6][CH:5]=[N:4][CH:3]=4)[C:18]=23)[CH2:20][CH2:21]1)=[O:36], predict the reactants needed to synthesize it. The reactants are: [C:1]([NH:9][C:10]1[C:18]2[C:13](=[N:14][CH:15]=[C:16]([C:37]3[CH:42]=[CH:41][CH:40]=[CH:39][CH:38]=3)[C:17]=2[N:19]2[CH2:24][CH2:23][N:22]([C:25](=[O:36])[CH2:26][CH2:27][NH:28]C(=O)OC(C)(C)C)[CH2:21][CH2:20]2)[NH:12][CH:11]=1)(=[O:8])[C:2]1[CH:7]=[CH:6][CH:5]=[N:4][CH:3]=1.C(O)(C(F)(F)F)=O. (4) Given the product [CH3:53][S:54]([O:43][CH2:42][CH2:41][CH2:40][C@H:10]1[O:11][C@H:12]([CH2:31][O:32][CH2:33][C:34]2[CH:35]=[CH:36][CH:37]=[CH:38][CH:39]=2)[C@@H:13]([O:23][CH2:24][C:25]2[CH:26]=[CH:27][CH:28]=[CH:29][CH:30]=2)[C@H:14]([O:15][CH2:16][C:17]2[CH:22]=[CH:21][CH:20]=[CH:19][CH:18]=2)[C@H:9]1[O:8][CH2:1][C:2]1[CH:7]=[CH:6][CH:5]=[CH:4][CH:3]=1)(=[O:56])=[O:55], predict the reactants needed to synthesize it. The reactants are: [CH2:1]([O:8][C@@H:9]1[C@@H:14]([O:15][CH2:16][C:17]2[CH:22]=[CH:21][CH:20]=[CH:19][CH:18]=2)[C@H:13]([O:23][CH2:24][C:25]2[CH:30]=[CH:29][CH:28]=[CH:27][CH:26]=2)[C@@H:12]([CH2:31][O:32][CH2:33][C:34]2[CH:39]=[CH:38][CH:37]=[CH:36][CH:35]=2)[O:11][C@@H:10]1[CH2:40][CH2:41][CH2:42][OH:43])[C:2]1[CH:7]=[CH:6][CH:5]=[CH:4][CH:3]=1.CCN(C(C)C)C(C)C.[CH3:53][S:54](Cl)(=[O:56])=[O:55].O. (5) Given the product [Si:25]([O:32][CH2:33][C@@H:34]([O:36][CH2:20][C@H:19]([OH:18])[C:21]([O:23][CH3:24])=[O:22])[CH3:35])([C:28]([CH3:31])([CH3:30])[CH3:29])([CH3:27])[CH3:26], predict the reactants needed to synthesize it. The reactants are: FC(F)(F)S([O-])(=O)=O.[Mg+2].FC(F)(F)S([O-])(=O)=O.[O:18]1[CH2:20][C@H:19]1[C:21]([O:23][CH3:24])=[O:22].[Si:25]([O:32][CH2:33][C@@H:34]([OH:36])[CH3:35])([C:28]([CH3:31])([CH3:30])[CH3:29])([CH3:27])[CH3:26]. (6) Given the product [CH:26]1([CH2:21][O:42][C:40]2[CH:39]=[CH:38][C:37]3[N:43]=[C:44]([C:46]4[N:51]=[CH:50][C:49]([O:52][CH2:53][C@@H:54]([NH:56][C:57](=[O:63])[O:58][C:59]([CH3:60])([CH3:62])[CH3:61])[CH3:55])=[CH:48][C:47]=4[F:64])[O:35][C:36]=3[CH:41]=2)[CH2:24][CH2:25]1, predict the reactants needed to synthesize it. The reactants are: C(N(CC)CC)C.[C:25]1(P([C:21]2[CH:26]=[CH:25][CH:24]=CC=2)[C:25]2[CH:24]=CC=[CH:21][CH:26]=2)[CH:24]=CC=[CH:21][CH:26]=1.ClC(Cl)(Cl)C(Cl)(Cl)Cl.[OH:35][C:36]1[CH:41]=[C:40]([OH:42])[CH:39]=[CH:38][C:37]=1[NH:43][C:44]([C:46]1[N:51]=[CH:50][C:49]([O:52][CH2:53][C@@H:54]([NH:56][C:57](=[O:63])[O:58][C:59]([CH3:62])([CH3:61])[CH3:60])[CH3:55])=[CH:48][C:47]=1[F:64])=O.